Dataset: Catalyst prediction with 721,799 reactions and 888 catalyst types from USPTO. Task: Predict which catalyst facilitates the given reaction. Reactant: [Br:1][C:2]1[CH:7]=[C:6]([Cl:8])[CH:5]=[CH:4][C:3]=1[C@@H:9]([OH:14])[C:10]([F:13])([F:12])[F:11].[Cl:15][C:16]1[CH:21]=[C:20](Cl)[N:19]=[C:18]([NH2:23])[N:17]=1.C([O-])([O-])=O.[Cs+].[Cs+]. Product: [Br:1][C:2]1[CH:7]=[C:6]([Cl:8])[CH:5]=[CH:4][C:3]=1[C@@H:9]([O:14][C:20]1[CH:21]=[C:16]([Cl:15])[N:17]=[C:18]([NH2:23])[N:19]=1)[C:10]([F:11])([F:12])[F:13]. The catalyst class is: 12.